Dataset: Full USPTO retrosynthesis dataset with 1.9M reactions from patents (1976-2016). Task: Predict the reactants needed to synthesize the given product. (1) Given the product [CH3:33][O:32][C:30](=[O:31])[CH2:29][N:10]1[CH:11]=[C:7]([C:4]2[CH:5]=[CH:6][C:1]([C:22]3[CH:23]=[CH:24][CH:25]=[CH:26][CH:27]=3)=[CH:2][CH:3]=2)[N:8]=[C:9]1/[CH:12]=[CH:13]/[C:14]1[CH:19]=[CH:18][C:17]([O:20][CH3:21])=[CH:16][CH:15]=1, predict the reactants needed to synthesize it. The reactants are: [C:1]1([C:22]2[CH:27]=[CH:26][CH:25]=[CH:24][CH:23]=2)[CH:6]=[CH:5][C:4]([C:7]2[N:8]=[C:9](/[CH:12]=[CH:13]/[C:14]3[CH:19]=[CH:18][C:17]([O:20][CH3:21])=[CH:16][CH:15]=3)[NH:10][CH:11]=2)=[CH:3][CH:2]=1.Br[CH2:29][C:30]([O:32][CH3:33])=[O:31]. (2) Given the product [CH3:16][O:17][CH2:18][O:19][C:20]1[CH:25]=[C:24]([O:26][CH2:27][O:28][CH3:29])[CH:23]=[CH:22][C:21]=1[CH:30]1[CH2:35][CH2:34][CH2:33][CH:32]([C:36]([NH2:3])=[O:38])[CH2:31]1, predict the reactants needed to synthesize it. The reactants are: C([N:3](CC)CC)C.C(OC(Cl)=O)C(C)C.[CH3:16][O:17][CH2:18][O:19][C:20]1[CH:25]=[C:24]([O:26][CH2:27][O:28][CH3:29])[CH:23]=[CH:22][C:21]=1[CH:30]1[CH2:35][CH2:34][CH2:33][CH:32]([C:36]([OH:38])=O)[CH2:31]1.N.